From a dataset of Forward reaction prediction with 1.9M reactions from USPTO patents (1976-2016). Predict the product of the given reaction. (1) Given the reactants [CH2:1]([O:8][C:9]1[CH:14]=[CH:13][C:12]([C:15]2[N:16]=[N:17][NH:18][N:19]=2)=[CH:11][CH:10]=1)[C:2]1[CH:7]=[CH:6][CH:5]=[CH:4][CH:3]=1.[H-].[Na+].[CH:22](I)([CH3:24])[CH3:23], predict the reaction product. The product is: [CH2:1]([O:8][C:9]1[CH:14]=[CH:13][C:12]([C:15]2[N:19]=[N:18][N:17]([CH:22]([CH3:24])[CH3:23])[N:16]=2)=[CH:11][CH:10]=1)[C:2]1[CH:3]=[CH:4][CH:5]=[CH:6][CH:7]=1. (2) Given the reactants [N:1]1([C:7]2[C:8]([O:13][CH:14]3[CH2:19][CH2:18][N:17]([C:20]4[CH:29]=[CH:28][C:27]5[C:22](=[CH:23][CH:24]=[CH:25][CH:26]=5)[N:21]=4)[CH2:16][CH2:15]3)=[N:9][CH:10]=[CH:11][N:12]=2)[CH2:6][CH2:5][NH:4][CH2:3][CH2:2]1.CCN(CC)CC.[C:37](Cl)(=[O:39])[CH3:38], predict the reaction product. The product is: [N:21]1[C:22]2[C:27](=[CH:26][CH:25]=[CH:24][CH:23]=2)[CH:28]=[CH:29][C:20]=1[N:17]1[CH2:18][CH2:19][CH:14]([O:13][C:8]2[C:7]([N:1]3[CH2:2][CH2:3][N:4]([C:37](=[O:39])[CH3:38])[CH2:5][CH2:6]3)=[N:12][CH:11]=[CH:10][N:9]=2)[CH2:15][CH2:16]1. (3) The product is: [Br:1][C:2]1[C:3]([O:21][CH3:22])=[C:4]([C:10]([CH2:13][S:14][C:15]2[CH:20]=[CH:19][CH:18]=[CH:17][C:16]=2[F:38])=[CH:11][CH:12]=1)[C:5]([O:7][CH3:8])=[O:6]. Given the reactants [Br:1][C:2]1[C:3]([O:21][CH3:22])=[C:4]([C:10]([CH2:13][S:14][C:15]2[CH:20]=[CH:19][CH:18]=[CH:17][CH:16]=2)=[CH:11][CH:12]=1)[C:5]([O:7][CH2:8]C)=[O:6].BrC1C(OC)=C(C(CBr)=CC=1)C(OC)=O.[F:38]C1C=CC=CC=1S, predict the reaction product.